Task: Predict which catalyst facilitates the given reaction.. Dataset: Catalyst prediction with 721,799 reactions and 888 catalyst types from USPTO (1) Reactant: [CH3:1][C:2]1[C:3](=[O:13])[C:4]2[C:9]([C:10](=O)[CH:11]=1)=[CH:8][CH:7]=[CH:6][CH:5]=2.[OH:14][C:15]1[CH:24]=[CH:23][C:18]([C:19]([NH:21][NH2:22])=[O:20])=[CH:17][C:16]=1[O:25][CH3:26].C(O)(=O)C. Product: [CH3:1][C:2]1[C:3](=[O:13])[C:4]2[C:9](=[CH:8][CH:7]=[CH:6][CH:5]=2)/[C:10](=[N:22]/[NH:21][C:19](=[O:20])[C:18]2[CH:23]=[CH:24][C:15]([OH:14])=[C:16]([O:25][CH3:26])[CH:17]=2)/[CH:11]=1. The catalyst class is: 8. (2) Reactant: Br[C:2]1[CH:8]=[C:7]([F:9])[CH:6]=[C:5]([O:10][CH3:11])[C:3]=1[NH2:4].C([Sn](CCCC)(CCCC)[C:17]([O:19]CC)=[CH2:18])CCC.Cl. Product: [NH2:4][C:3]1[C:5]([O:10][CH3:11])=[CH:6][C:7]([F:9])=[CH:8][C:2]=1[C:17](=[O:19])[CH3:18]. The catalyst class is: 12. (3) Reactant: [CH:1]1([CH2:6][CH:7]([C:11]2[CH:16]=[CH:15][C:14]([S:17]([CH3:20])(=[O:19])=[O:18])=[C:13]([C:21]([F:24])([F:23])[F:22])[CH:12]=2)[C:8](O)=[O:9])[CH2:5][CH2:4][CH2:3][CH2:2]1.C(Cl)(=O)C(Cl)=O.[NH:31]1[CH:38]=[CH:37][C:35]([NH2:36])=[N:34][C:32]1=[O:33].C(N(CC)C(C)C)(C)C. Product: [CH:1]1([CH2:6][CH:7]([C:11]2[CH:16]=[CH:15][C:14]([S:17]([CH3:20])(=[O:19])=[O:18])=[C:13]([C:21]([F:24])([F:22])[F:23])[CH:12]=2)[C:8]([NH:36][C:35]2[NH:34][C:32](=[O:33])[N:31]=[CH:38][CH:37]=2)=[O:9])[CH2:2][CH2:3][CH2:4][CH2:5]1. The catalyst class is: 832. (4) Reactant: [NH2:1][C:2]1[CH:7]=[C:6]([Br:8])[CH:5]=[CH:4][N:3]=1.Br[CH:10]1[C:15](=O)[CH2:14][CH2:13][N:12]([C:17]([O:19][C:20]([CH3:23])([CH3:22])[CH3:21])=[O:18])[CH2:11]1. Product: [Br:8][C:6]1[CH:5]=[CH:4][N:3]2[C:10]3[CH2:11][N:12]([C:17]([O:19][C:20]([CH3:23])([CH3:22])[CH3:21])=[O:18])[CH2:13][CH2:14][C:15]=3[N:1]=[C:2]2[CH:7]=1. The catalyst class is: 11. (5) Product: [F:22][C:23]([F:37])([F:38])[CH2:24][CH:25]([CH3:36])[CH:26]([C:29]1[CH:30]=[CH:31][C:32]([CH3:35])=[CH:33][CH:34]=1)[C:27]([OH:39])=[O:28]. The catalyst class is: 3. Reactant: [Cr](O[Cr]([O-])(=O)=O)([O-])(=O)=O.[NH+]1C=CC=CC=1.[NH+]1C=CC=CC=1.[F:22][C:23]([F:38])([F:37])[CH2:24][CH:25]([CH3:36])[CH:26]([C:29]1[CH:34]=[CH:33][C:32]([CH3:35])=[CH:31][CH:30]=1)[CH2:27][OH:28].[OH2:39]. (6) Reactant: CS(C)=O.Cl[C:6]1[CH:11]=[C:10]([O:12][CH2:13][C:14]#[C:15][CH3:16])[N:9]=[CH:8][N:7]=1.C(=O)([O-])[O-].[K+].[K+].[F:23][C:24]([F:31])([C:27]([F:30])([F:29])[F:28])[CH2:25][NH2:26]. Product: [CH2:13]([O:12][C:10]1[CH:11]=[C:6]([NH:26][CH2:25][C:24]([F:31])([F:23])[C:27]([F:30])([F:29])[F:28])[N:7]=[CH:8][N:9]=1)[C:14]#[C:15][CH3:16]. The catalyst class is: 13. (7) Product: [CH:1]1([CH2:7][NH:8][C:9]2[C:14]([NH2:15])=[CH:13][C:12]([NH:18][C:19]3[CH:24]=[CH:23][CH:22]=[CH:21][CH:20]=3)=[C:11]([N:25]3[CH2:30][CH2:29][N:28]([CH3:31])[CH2:27][CH2:26]3)[CH:10]=2)[CH2:6][CH2:5][CH2:4][CH2:3][CH2:2]1. The catalyst class is: 123. Reactant: [CH:1]1([CH2:7][NH:8][C:9]2[C:14]([N+:15]([O-])=O)=[CH:13][C:12]([NH:18][C:19]3[CH:24]=[CH:23][CH:22]=[CH:21][CH:20]=3)=[C:11]([N:25]3[CH2:30][CH2:29][N:28]([CH3:31])[CH2:27][CH2:26]3)[CH:10]=2)[CH2:6][CH2:5][CH2:4][CH2:3][CH2:2]1.[H][H]. (8) Reactant: [C:1]([O:5][C:6]([N:8]1[CH2:13][C@@H:12]2[CH2:14][C@H:9]1[CH2:10][N:11]2[C:15]1[CH:20]=[CH:19][C:18](Br)=[CH:17][CH:16]=1)=[O:7])([CH3:4])([CH3:3])[CH3:2].[B:22]1([B:22]2[O:26][C:25]([CH3:28])([CH3:27])[C:24]([CH3:30])([CH3:29])[O:23]2)[O:26][C:25]([CH3:28])([CH3:27])[C:24]([CH3:30])([CH3:29])[O:23]1.CC([O-])=O.[K+]. Product: [C:1]([O:5][C:6]([N:8]1[CH2:13][C@@H:12]2[CH2:14][C@H:9]1[CH2:10][N:11]2[C:15]1[CH:20]=[CH:19][C:18]([B:22]2[O:26][C:25]([CH3:28])([CH3:27])[C:24]([CH3:30])([CH3:29])[O:23]2)=[CH:17][CH:16]=1)=[O:7])([CH3:4])([CH3:3])[CH3:2]. The catalyst class is: 12.